This data is from Catalyst prediction with 721,799 reactions and 888 catalyst types from USPTO. The task is: Predict which catalyst facilitates the given reaction. (1) Reactant: [C:1]1(=O)[CH2:6][CH2:5][CH2:4][CH2:3][CH2:2]1.[NH2:8][C:9]([NH2:11])=[S:10].[I:12]I. Product: [IH:12].[NH2:11][C:9]1[S:10][C:1]2[CH2:6][CH2:5][CH2:4][CH2:3][C:2]=2[N:8]=1. The catalyst class is: 6. (2) Reactant: [Cl:1][C:2]1[CH:7]=[CH:6][C:5]([S:8](Cl)(=[O:10])=[O:9])=[CH:4][CH:3]=1.[CH3:12][O:13][C:14](=[O:28])[C@@H:15]([NH2:27])[CH:16]([CH2:22][C:23]([F:26])([F:25])[F:24])[CH2:17][C:18]([F:21])([F:20])[F:19].N1C=CC=CC=1. Product: [CH3:12][O:13][C:14](=[O:28])[C@@H:15]([NH:27][S:8]([C:5]1[CH:6]=[CH:7][C:2]([Cl:1])=[CH:3][CH:4]=1)(=[O:10])=[O:9])[CH:16]([CH2:17][C:18]([F:21])([F:20])[F:19])[CH2:22][C:23]([F:25])([F:26])[F:24]. The catalyst class is: 473. (3) Reactant: [Cl:1][C:2]1[CH:10]=[C:9]([C:11](=[O:13])[CH3:12])[C:8]([C:14]2[CH:19]=[C:18]([F:20])[CH:17]=[C:16]([F:21])[CH:15]=2)=[C:7]2[C:3]=1[CH:4]=[N:5][NH:6]2.[H-].[Na+].[CH3:24]I. Product: [Cl:1][C:2]1[CH:10]=[C:9]([C:11](=[O:13])[CH3:12])[C:8]([C:14]2[CH:19]=[C:18]([F:20])[CH:17]=[C:16]([F:21])[CH:15]=2)=[C:7]2[C:3]=1[CH:4]=[N:5][N:6]2[CH3:24]. The catalyst class is: 9.